From a dataset of Forward reaction prediction with 1.9M reactions from USPTO patents (1976-2016). Predict the product of the given reaction. (1) Given the reactants [C:1]1([CH2:7][CH2:8][CH2:9][OH:10])[CH:6]=[CH:5][CH:4]=[CH:3][CH:2]=1.Cl[C:12]([CH3:20])([CH2:14][CH2:15][C:16](Cl)([CH3:18])[CH3:17])[CH3:13].[Cl-].[Al+3].[Cl-].[Cl-].Cl, predict the reaction product. The product is: [OH:10][CH2:9][CH2:8][CH2:7][C:1]1[CH:6]=[CH:5][C:4]2[C:16]([CH3:18])([CH3:17])[CH2:15][CH2:14][C:12]([CH3:20])([CH3:13])[C:3]=2[CH:2]=1. (2) Given the reactants [Br:1][C:2]1[C:3]([OH:19])=[C:4]([NH:12][C:13](=O)[C:14]([CH3:17])([CH3:16])[CH3:15])[C:5]([C:10]#[N:11])=[C:6]([CH3:9])[C:7]=1[I:8].O.C(=O)(O)[O-].[Na+], predict the reaction product. The product is: [Br:1][C:2]1[C:7]([I:8])=[C:6]([CH3:9])[C:5]([C:10]#[N:11])=[C:4]2[C:3]=1[O:19][C:13]([C:14]([CH3:15])([CH3:16])[CH3:17])=[N:12]2. (3) Given the reactants [C:1]([NH:4][C:5]1[C:14](Cl)=[CH:13][C:12]([C:16]([O:18][CH3:19])=[O:17])=[C:11]2[C:6]=1[CH:7]=[CH:8][CH2:9][O:10]2)(=[O:3])[CH3:2].CCO.CCN(CC)CC, predict the reaction product. The product is: [C:1]([NH:4][C:5]1[CH:14]=[CH:13][C:12]([C:16]([O:18][CH3:19])=[O:17])=[C:11]2[C:6]=1[CH2:7][CH2:8][CH2:9][O:10]2)(=[O:3])[CH3:2]. (4) Given the reactants [F:1][C:2]1([F:29])[CH2:7][CH2:6][CH:5]([CH2:8][NH:9][C:10]([C:12]2[C:13]3[CH:14]=[CH:15][C:16]([C:23]4[CH2:27][CH2:26][C:25](=[O:28])[CH:24]=4)=[N:17][C:18]=3[CH:19]=[CH:20][C:21]=2[Cl:22])=[O:11])[CH2:4][CH2:3]1.C([SiH](CC)CC)C, predict the reaction product. The product is: [F:29][C:2]1([F:1])[CH2:3][CH2:4][CH:5]([CH2:8][NH:9][C:10]([C:12]2[C:13]3[CH:14]=[CH:15][C:16]([CH:23]4[CH2:27][CH2:26][C:25](=[O:28])[CH2:24]4)=[N:17][C:18]=3[CH:19]=[CH:20][C:21]=2[Cl:22])=[O:11])[CH2:6][CH2:7]1. (5) Given the reactants [CH3:1][O:2][C:3](=[O:26])[C:4]1[CH:9]=[CH:8][C:7]([CH2:10][NH:11][CH:12]=[O:13])=[N:6][C:5]=1[NH:14][C:15]1[CH:20]=[CH:19][C:18]([Si](C)(C)C)=[CH:17][C:16]=1[F:25].[Br:27]N1C(=O)CCC1=O, predict the reaction product. The product is: [CH3:1][O:2][C:3](=[O:26])[C:4]1[CH:9]=[CH:8][C:7]([CH2:10][NH:11][CH:12]=[O:13])=[N:6][C:5]=1[NH:14][C:15]1[CH:20]=[CH:19][C:18]([Br:27])=[CH:17][C:16]=1[F:25]. (6) Given the reactants F[C:2]1[CH:9]=[CH:8][C:5]([CH:6]=[O:7])=[C:4]([C:10]([F:13])([F:12])[F:11])[CH:3]=1.[CH3:14][NH:15][CH3:16].C(=O)([O-])[O-].[K+].[K+], predict the reaction product. The product is: [CH3:14][N:15]([CH3:16])[C:2]1[CH:9]=[CH:8][C:5]([CH:6]=[O:7])=[C:4]([C:10]([F:13])([F:12])[F:11])[CH:3]=1. (7) The product is: [F:30][C:2]([F:1])([F:29])[C:3]1[CH:4]=[C:5]([C:9]2[CH:10]=[C:11]3[C:16](=[CH:17][CH:18]=2)[N:15]=[CH:14][CH:13]=[C:12]3[S:19][C:20]2([C:24]([OH:26])=[O:25])[CH2:21][CH2:22][CH2:23]2)[CH:6]=[CH:7][CH:8]=1. Given the reactants [F:1][C:2]([F:30])([F:29])[C:3]1[CH:4]=[C:5]([C:9]2[CH:10]=[C:11]3[C:16](=[CH:17][CH:18]=2)[N:15]=[CH:14][CH:13]=[C:12]3[S:19][C:20]2([C:24]([O:26]CC)=[O:25])[CH2:23][CH2:22][CH2:21]2)[CH:6]=[CH:7][CH:8]=1.[OH-].[Na+].Cl, predict the reaction product.